From a dataset of hERG potassium channel inhibition data for cardiac toxicity prediction from Karim et al.. Regression/Classification. Given a drug SMILES string, predict its toxicity properties. Task type varies by dataset: regression for continuous values (e.g., LD50, hERG inhibition percentage) or binary classification for toxic/non-toxic outcomes (e.g., AMES mutagenicity, cardiotoxicity, hepatotoxicity). Dataset: herg_karim. (1) The molecule is CC(C)(C)C(=O)Oc1ccc2c(c1)nc(NC(=O)c1cccc([N+](=O)[O-])c1)n2CCCO. The result is 0 (non-blocker). (2) The drug is O=C1NC(=O)C(c2nn(CCCN3CCCC3)c3ccccc23)=C1c1cn(-c2ccc3ccccc3c2)c2ccccc12. The result is 1 (blocker).